Dataset: Catalyst prediction with 721,799 reactions and 888 catalyst types from USPTO. Task: Predict which catalyst facilitates the given reaction. (1) Reactant: [Cl-].O[NH3+:3].[C:4](=[O:7])([O-])[OH:5].[Na+].CS(C)=O.[CH2:13]([C:17]1[N:18]([CH2:34][C:35]2[CH:40]=[CH:39][C:38]([C:41]3[C:42]([C:47]#[N:48])=[CH:43][CH:44]=[CH:45][CH:46]=3)=[CH:37][C:36]=2[F:49])[C:19](=[O:33])[C:20]([C:24]2[CH:25]=[CH:26][C:27]3[O:31][CH2:30][CH2:29][C:28]=3[CH:32]=2)=[C:21]([CH3:23])[N:22]=1)[CH2:14][CH2:15][CH3:16]. Product: [CH2:13]([C:17]1[N:18]([CH2:34][C:35]2[CH:40]=[CH:39][C:38]([C:41]3[CH:46]=[CH:45][CH:44]=[CH:43][C:42]=3[C:47]3[NH:3][C:4](=[O:7])[O:5][N:48]=3)=[CH:37][C:36]=2[F:49])[C:19](=[O:33])[C:20]([C:24]2[CH:25]=[CH:26][C:27]3[O:31][CH2:30][CH2:29][C:28]=3[CH:32]=2)=[C:21]([CH3:23])[N:22]=1)[CH2:14][CH2:15][CH3:16]. The catalyst class is: 6. (2) Reactant: [CH3:1][N:2]1[CH:6]=[C:5]([C:7]([F:10])([F:9])[F:8])[C:4]([NH2:11])=[N:3]1.Cl[C:13]1[N:18]=[C:17]2[N:19]([CH2:24][O:25][CH2:26][CH2:27][Si:28]([CH3:31])([CH3:30])[CH3:29])[CH:20]=[C:21]([C:22]#[N:23])[C:16]2=[C:15]([C:32]2[CH:33]=[N:34][CH:35]=[C:36]([CH3:38])[CH:37]=2)[CH:14]=1.C1(P(C2C=CC=CC=2)C2C3OC4C(=CC=CC=4P(C4C=CC=CC=4)C4C=CC=CC=4)C(C)(C)C=3C=CC=2)C=CC=CC=1.CC(C)([O-])C.[Na+]. Product: [CH3:1][N:2]1[CH:6]=[C:5]([C:7]([F:8])([F:9])[F:10])[C:4]([NH:11][C:13]2[N:18]=[C:17]3[N:19]([CH2:24][O:25][CH2:26][CH2:27][Si:28]([CH3:31])([CH3:30])[CH3:29])[CH:20]=[C:21]([C:22]#[N:23])[C:16]3=[C:15]([C:32]3[CH:33]=[N:34][CH:35]=[C:36]([CH3:38])[CH:37]=3)[CH:14]=2)=[N:3]1. The catalyst class is: 488. (3) Reactant: [Cl:1][C:2]1[S:6][C:5]([S:7](Cl)(=[O:9])=[O:8])=[CH:4][CH:3]=1.[OH-].[NH4+:12]. Product: [Cl:1][C:2]1[S:6][C:5]([S:7]([NH2:12])(=[O:9])=[O:8])=[CH:4][CH:3]=1. The catalyst class is: 10. (4) Reactant: [B:1]([OH:4])([OH:3])[OH:2].[OH-].[Na+:6]. Product: [B:1]([O-:4])([O-:3])[O-:2].[B:1]([O-:4])([O-:3])[O-:2].[B:1]([O-:4])([O-:3])[O-:2].[B:1]([O-:4])([O-:3])[O-:2].[Na+:6].[Na+:6].[Na+:6].[Na+:6].[Na+:6].[Na+:6].[Na+:6].[Na+:6].[Na+:6].[Na+:6].[Na+:6].[Na+:6]. The catalyst class is: 6. (5) Reactant: N[C:2]1[CH:3]=[CH:4][C:5]([F:21])=[C:6]([C@:8]2([CH2:19][F:20])[CH2:13][C@@H:12]([C:14]([F:17])([F:16])[F:15])[O:11][C:10]([NH2:18])=[N:9]2)[CH:7]=1.Cl.N([O-])=O.[Na+].[I-:27].[K+].C(=O)(O)[O-].[Na+]. Product: [F:21][C:5]1[CH:4]=[CH:3][C:2]([I:27])=[CH:7][C:6]=1[C@:8]1([CH2:19][F:20])[CH2:13][C@@H:12]([C:14]([F:17])([F:16])[F:15])[O:11][C:10]([NH2:18])=[N:9]1. The catalyst class is: 47. (6) Product: [CH2:1]([C:3]1[CH:4]=[CH:5][C:6]([C:9]2[S:10][CH:11]=[CH:12][C:13]=2[CH2:14][OH:15])=[CH:7][CH:8]=1)[CH3:2]. The catalyst class is: 7. Reactant: [CH2:1]([C:3]1[CH:8]=[CH:7][C:6]([C:9]2[S:10][CH:11]=[CH:12][C:13]=2[C:14](O)=[O:15])=[CH:5][CH:4]=1)[CH3:2].CCOCC.[H-].[H-].[H-].[H-].[Li+].[Al+3]. (7) Product: [F:18][C:14]1[CH:13]=[C:12]([C:3]2[S:21][C:20]([NH2:22])=[N:19][C:4]=2[C:6]2[CH:11]=[CH:10][N:9]=[CH:8][CH:7]=2)[CH:17]=[CH:16][N:15]=1. Reactant: Br.Br[CH:3]([C:12]1[CH:17]=[CH:16][N:15]=[C:14]([F:18])[CH:13]=1)[C:4]([C:6]1[CH:11]=[CH:10][N:9]=[CH:8][CH:7]=1)=O.[NH2:19][C:20]([NH2:22])=[S:21].C([O-])(O)=O.[Na+]. The catalyst class is: 18.